From a dataset of Reaction yield outcomes from USPTO patents with 853,638 reactions. Predict the reaction yield, written as a fraction of the theoretical maximum amount of product (1.0 means a 100% yield; for example, 0.34 means a 34% yield). (1) The reactants are [N:1]1[C:10]2[C:5](=[CH:6][CH:7]=[CH:8][CH:9]=2)[CH:4]=[CH:3][C:2]=1[CH2:11][CH2:12][NH2:13].CCN(C(C)C)C(C)C.C1CN([P+](ON2N=NC3C=CC=CC2=3)(N2CCCC2)N2CCCC2)CC1.F[P-](F)(F)(F)(F)F.CN1C=C(C(O)=O)C(C(OC)=O)=C(Cl)C1=O. The catalyst is C(Cl)Cl. The product is [C:12]([CH2:11][C:2]1[CH:3]=[CH:4][C:5]2[C:10](=[CH:9][CH:8]=[CH:7][CH:6]=2)[N:1]=1)#[N:13]. The yield is 0.810. (2) The reactants are [CH3:1][O:2][C:3](=[O:11])[C:4]1[CH:9]=[CH:8][C:7]([OH:10])=[CH:6][CH:5]=1.[Na+].[I-].C([O-])([O-])=O.[K+].[K+].Br[CH2:21][CH:22]1[CH2:24][CH2:23]1. The catalyst is CC(C)=O. The product is [CH3:1][O:2][C:3](=[O:11])[C:4]1[CH:9]=[CH:8][C:7]([O:10][CH2:21][CH:22]2[CH2:24][CH2:23]2)=[CH:6][CH:5]=1. The yield is 0.790. (3) The product is [CH3:14][C:5]1[NH:6][C:7]2[C:3]([C:4]=1[CH3:15])=[C:2]([C:28]1[CH:29]=[CH:24][CH:25]=[C:26]([S:30]([CH:33]=[CH2:34])(=[O:31])=[O:32])[CH:27]=1)[CH:10]=[CH:9][C:8]=2[C:11]([NH2:13])=[O:12]. The yield is 0.300. The reactants are Br[C:2]1[CH:10]=[CH:9][C:8]([C:11]([NH2:13])=[O:12])=[C:7]2[C:3]=1[C:4]([CH3:15])=[C:5]([CH3:14])[NH:6]2.CC1(C)C(C)(C)OB([C:24]2[CH:29]=[CH:28][CH:27]=[C:26]([S:30]([CH:33]=[CH2:34])(=[O:32])=[O:31])[CH:25]=2)O1.[O-]P([O-])([O-])=O.[K+].[K+].[K+]. The catalyst is C1COCC1.[Pd](Cl)Cl.C(P(C(C)(C)C)[C-]1C=CC=C1)(C)(C)C.[C-]1(P(C(C)(C)C)C(C)(C)C)C=CC=C1.[Fe+2].